Dataset: Forward reaction prediction with 1.9M reactions from USPTO patents (1976-2016). Task: Predict the product of the given reaction. (1) Given the reactants C(=O)([O-])[O-].[K+].[K+].[I-].[Na+].[CH3:9][CH:10]([CH3:26])[C:11]([NH:13][C:14]1[CH:19]=[CH:18][CH:17]=[C:16]([CH:20]2[CH2:25][CH2:24][NH:23][CH2:22][CH2:21]2)[CH:15]=1)=[O:12].Cl[CH2:28][CH2:29][C@@H:30]([O:37][C:38]1[CH:43]=[CH:42][C:41]([O:44][CH3:45])=[C:40]([O:46][CH3:47])[CH:39]=1)[C:31]1[CH:36]=[CH:35][CH:34]=[CH:33][CH:32]=1, predict the reaction product. The product is: [CH3:47][O:46][C:40]1[CH:39]=[C:38]([CH:43]=[CH:42][C:41]=1[O:44][CH3:45])[O:37][C@@H:30]([C:31]1[CH:36]=[CH:35][CH:34]=[CH:33][CH:32]=1)[CH2:29][CH2:28][N:23]1[CH2:24][CH2:25][CH:20]([C:16]2[CH:15]=[C:14]([NH:13][C:11](=[O:12])[CH:10]([CH3:26])[CH3:9])[CH:19]=[CH:18][CH:17]=2)[CH2:21][CH2:22]1. (2) Given the reactants [F:1][C:2]1[CH:15]=[CH:14][C:5]([C:6]([CH:8]2[CH2:13][CH2:12][NH:11][CH2:10][CH2:9]2)=[O:7])=[CH:4][CH:3]=1.[C:16]([O:20][C:21](=[O:29])[NH:22][CH2:23][C@@H:24]1[CH2:26][C@H:25]1[CH:27]=O)([CH3:19])([CH3:18])[CH3:17].C(O[BH-](OC(=O)C)OC(=O)C)(=O)C.[Na+], predict the reaction product. The product is: [C:16]([O:20][C:21](=[O:29])[NH:22][CH2:23][C@@H:24]1[CH2:26][C@H:25]1[CH2:27][N:11]1[CH2:12][CH2:13][CH:8]([C:6](=[O:7])[C:5]2[CH:4]=[CH:3][C:2]([F:1])=[CH:15][CH:14]=2)[CH2:9][CH2:10]1)([CH3:19])([CH3:17])[CH3:18]. (3) Given the reactants OC(C(F)(F)F)=O.[CH2:8]1[C:11]2([CH2:15][CH2:14][CH2:13][NH:12]2)[CH2:10][O:9]1.C(N(CC)CC)C.[C:23]1([C:29]2[O:33][C:32]([C:34]([N:36]3[CH2:39][CH:38]([O:40][C:41]4[CH:48]=[CH:47][C:44]([CH:45]=O)=[CH:43][CH:42]=4)[CH2:37]3)=[O:35])=[N:31][N:30]=2)[CH:28]=[CH:27][CH:26]=[CH:25][CH:24]=1.[Na].C([O-])(O)=O.[Na+], predict the reaction product. The product is: [CH2:10]1[C:11]2([CH2:15][CH2:14][CH2:13][N:12]2[CH2:45][C:44]2[CH:43]=[CH:42][C:41]([O:40][CH:38]3[CH2:37][N:36]([C:34]([C:32]4[O:33][C:29]([C:23]5[CH:28]=[CH:27][CH:26]=[CH:25][CH:24]=5)=[N:30][N:31]=4)=[O:35])[CH2:39]3)=[CH:48][CH:47]=2)[CH2:8][O:9]1. (4) Given the reactants [OH:1][C:2]1[CH:7]=[C:6]([OH:8])[CH:5]=[CH:4][C:3]=1[C:9](=[O:18])[CH2:10][C:11]1[CH:16]=[CH:15][C:14]([OH:17])=[CH:13][CH:12]=1.[C:19](O[C:19](=O)[CH:20]([CH3:22])[CH3:21])(=O)[CH:20]([CH3:22])[CH3:21].O.Cl, predict the reaction product. The product is: [OH:8][C:6]1[CH:7]=[C:2]2[C:3]([C:9](=[O:18])[C:10]([C:11]3[CH:16]=[CH:15][C:14]([OH:17])=[CH:13][CH:12]=3)=[C:19]([CH:20]([CH3:22])[CH3:21])[O:1]2)=[CH:4][CH:5]=1. (5) Given the reactants [CH:1]1[C:13]2[NH:12][C:11]3[C:6](=[CH:7][CH:8]=[CH:9][CH:10]=3)[C:5]=2[CH:4]=[CH:3][CH:2]=1.[CH:14]([C:16]1[CH:23]=[CH:22][C:19]([CH2:20]Cl)=[CH:18][CH:17]=1)=[CH2:15].[OH-].[Na+], predict the reaction product. The product is: [CH:10]1[C:11]2[N:12]([CH2:20][C:19]3[CH:22]=[CH:23][C:16]([CH:14]=[CH2:15])=[CH:17][CH:18]=3)[C:13]3[C:5](=[CH:4][CH:3]=[CH:2][CH:1]=3)[C:6]=2[CH:7]=[CH:8][CH:9]=1. (6) The product is: [CH2:31]([N:28]([CH2:29][CH3:30])[C:26]([CH:25]([C:33]1[CH:34]=[CH:35][CH:36]=[CH:37][CH:38]=1)[N:22]1[CH2:21][CH2:20][N:19]([C:16]2[CH:17]=[CH:18][C:13]([CH2:12][NH:3][C:2](=[O:1])[CH:10]([CH2:5][CH3:4])[CH2:9][CH3:8])=[CH:14][C:15]=2[F:39])[CH2:24][CH2:23]1)=[O:27])[CH3:32]. Given the reactants [O:1]=[C:2]1[C:10]2[C:5](=CC=[CH:8][CH:9]=2)[C:4](=O)[N:3]1[CH2:12][C:13]1[CH:18]=[CH:17][C:16]([N:19]2[CH2:24][CH2:23][N:22]([CH:25]([C:33]3[CH:38]=[CH:37][CH:36]=[CH:35][CH:34]=3)[C:26]([N:28]([CH2:31][CH3:32])[CH2:29][CH3:30])=[O:27])[CH2:21][CH2:20]2)=[C:15]([F:39])[CH:14]=1.NN, predict the reaction product. (7) Given the reactants C[O:2][C:3](=[O:28])[CH2:4][N:5]1[C:11](=[O:12])[C@@H:10]([NH:13][C:14](=[O:23])[CH2:15][CH2:16][C:17]2[CH:22]=[CH:21][CH:20]=[CH:19][CH:18]=2)[CH2:9][NH:8][C:7]2[CH:24]=[CH:25][CH:26]=[CH:27][C:6]1=2.O.[OH-].[Li+], predict the reaction product. The product is: [C:17]1([CH2:16][CH2:15][C:14]([NH:13][C@@H:10]2[C:11](=[O:12])[N:5]([CH2:4][C:3]([OH:28])=[O:2])[C:6]3[CH:27]=[CH:26][CH:25]=[CH:24][C:7]=3[NH:8][CH2:9]2)=[O:23])[CH:22]=[CH:21][CH:20]=[CH:19][CH:18]=1.